This data is from Forward reaction prediction with 1.9M reactions from USPTO patents (1976-2016). The task is: Predict the product of the given reaction. (1) Given the reactants [Cl:1][C:2]1[N:7]=[CH:6][C:5]([CH2:8][C:9]2[CH:10]=[C:11]3[C:16](=[C:17]4[CH:22]=[CH:21][CH:20]=[CH:19][C:18]=24)[N:15]=[CH:14][N:13]([CH:23]2[CH2:28][CH2:27][N:26](C(OCC4C=CC=CC=4)=O)[CH2:25][CH2:24]2)[C:12]3=[O:39])=[CH:4][CH:3]=1, predict the reaction product. The product is: [Cl:1][C:2]1[N:7]=[CH:6][C:5]([CH2:8][C:9]2[CH:10]=[C:11]3[C:16](=[C:17]4[CH:22]=[CH:21][CH:20]=[CH:19][C:18]=24)[N:15]=[CH:14][N:13]([CH:23]2[CH2:28][CH2:27][NH:26][CH2:25][CH2:24]2)[C:12]3=[O:39])=[CH:4][CH:3]=1. (2) Given the reactants [Cl:1][C:2]1[CH:3]=[C:4]([NH:9][CH2:10][C:11]2[C:20]3[C:15](=[CH:16][CH:17]=[CH:18][CH:19]=3)[NH:14][C:13](=[O:21])[CH:12]=2)[CH:5]=[CH:6][C:7]=1[F:8].[CH3:22][C:23]1[N:24]=[CH:25][S:26][C:27]=1[C:28](O)=[O:29], predict the reaction product. The product is: [Cl:1][C:2]1[CH:3]=[C:4]([N:9]([CH2:10][C:11]2[C:20]3[C:15](=[CH:16][CH:17]=[CH:18][CH:19]=3)[NH:14][C:13](=[O:21])[CH:12]=2)[C:28]([C:27]2[S:26][CH:25]=[N:24][C:23]=2[CH3:22])=[O:29])[CH:5]=[CH:6][C:7]=1[F:8].